The task is: Predict which catalyst facilitates the given reaction.. This data is from Catalyst prediction with 721,799 reactions and 888 catalyst types from USPTO. (1) Reactant: [NH2:1][CH:2]([C:7]1[CH:12]=[CH:11][CH:10]=[CH:9][CH:8]=1)[CH2:3][C:4](O)=[O:5].[H-].[H-].[H-].[H-].[Li+].[Al+3]. Product: [NH2:1][CH:2]([C:7]1[CH:12]=[CH:11][CH:10]=[CH:9][CH:8]=1)[CH2:3][CH2:4][OH:5]. The catalyst class is: 116. (2) Reactant: [CH3:1][C:2]1[N:7]=[C:6]([OH:8])[CH:5]=[CH:4][CH:3]=1.C1(P(C2C=CC=CC=2)C2C=CC=CC=2)C=CC=CC=1.N(C(OC(C)(C)C)=O)=NC(OC(C)(C)C)=O.[F:44][C:45]1[CH:62]=[CH:61][C:48]([CH2:49][C:50]2[C:59]3[C:54](=[CH:55][CH:56]=[CH:57][CH:58]=3)[C:53](=[O:60])[NH:52][N:51]=2)=[CH:47][C:46]=1[C:63]([N:65]1[CH2:70][CH2:69][CH:68](O)[CH2:67][CH2:66]1)=[O:64]. Product: [F:44][C:45]1[CH:62]=[CH:61][C:48]([CH2:49][C:50]2[C:59]3[C:54](=[CH:55][CH:56]=[CH:57][CH:58]=3)[C:53](=[O:60])[NH:52][N:51]=2)=[CH:47][C:46]=1[C:63]([N:65]1[CH2:66][CH2:67][CH:68]([O:8][C:6]2[CH:5]=[CH:4][CH:3]=[C:2]([CH3:1])[N:7]=2)[CH2:69][CH2:70]1)=[O:64]. The catalyst class is: 2. (3) The catalyst class is: 29. Reactant: C([O:8][CH2:9][C@H:10]([O:34][C:35](=[O:55])[CH2:36][CH2:37][CH2:38][CH2:39][CH2:40][CH2:41][CH2:42][CH:43]1[CH2:45][CH:44]1[CH2:46][CH:47]1[CH2:49][CH:48]1[CH2:50][CH2:51][CH2:52][CH2:53][CH3:54])[CH2:11][O:12][C:13](=[O:33])[CH2:14][CH2:15][CH2:16][CH2:17][CH2:18][CH2:19][CH2:20][CH:21]1[CH2:23][CH:22]1[CH2:24][CH:25]1[CH2:27][CH:26]1[CH2:28][CH2:29][CH2:30][CH2:31][CH3:32])C1C=CC=CC=1. Product: [CH2:28]([CH:26]1[CH2:27][CH:25]1[CH2:24][CH:22]1[CH2:23][CH:21]1[CH2:20][CH2:19][CH2:18][CH2:17][CH2:16][CH2:15][CH2:14][C:13]([O:12][CH2:11][C@H:10]([CH2:9][OH:8])[O:34][C:35](=[O:55])[CH2:36][CH2:37][CH2:38][CH2:39][CH2:40][CH2:41][CH2:42][CH:43]1[CH2:45][CH:44]1[CH2:46][CH:47]1[CH2:49][CH:48]1[CH2:50][CH2:51][CH2:52][CH2:53][CH3:54])=[O:33])[CH2:29][CH2:30][CH2:31][CH3:32].